From a dataset of Full USPTO retrosynthesis dataset with 1.9M reactions from patents (1976-2016). Predict the reactants needed to synthesize the given product. (1) Given the product [CH2:19]([N:21]1[C:33]2[CH:32]=[CH:31][C:30]([NH:34][C:16]([C@@H:9]3[CH2:10][C:11](=[N:13][O:14][CH3:15])[CH2:12][NH:8]3)=[O:18])=[CH:29][C:28]=2[C:27]2[C:22]1=[CH:23][CH:24]=[CH:25][CH:26]=2)[CH3:20], predict the reactants needed to synthesize it. The reactants are: C(OC([N:8]1[CH2:12][C:11](=[N:13][O:14][CH3:15])[CH2:10][C@H:9]1[C:16]([OH:18])=O)=O)(C)(C)C.[CH2:19]([N:21]1[C:33]2[CH:32]=[CH:31][C:30]([NH2:34])=[CH:29][C:28]=2[C:27]2[C:22]1=[CH:23][CH:24]=[CH:25][CH:26]=2)[CH3:20]. (2) Given the product [C:7](=[O:3])([OH:9])[O-:8].[Mg+2:1].[C:7](=[O:3])([OH:9])[O-:8].[C:7](=[O:3])([OH:9])[O-:8].[Ca+2:2].[C:7](=[O:3])([OH:9])[O-:8], predict the reactants needed to synthesize it. The reactants are: [Mg:1].[Ca:2].[O-2:3].[Mg+2].[O-2].[Ca+2].[C:7](=[O:9])=[O:8]. (3) Given the product [OH:39][CH:35]1[CH2:34][CH2:33][CH2:32][CH:31]([N:29]2[CH2:30][CH:26]([CH2:25][OH:24])[C:27]([CH3:41])([CH3:42])[C:28]2=[O:40])[CH2:38][CH2:37][CH2:36]1, predict the reactants needed to synthesize it. The reactants are: [F-].C([N+](CCCC)(CCCC)CCCC)CCC.C([SiH2][O:24][C:25](C1C=CC=CC=1)(C1C=CC=CC=1)[CH:26]1[CH2:30][N:29]([CH:31]2[CH2:38][CH2:37][CH2:36][CH:35]([OH:39])[CH2:34][CH2:33][CH2:32]2)[C:28](=[O:40])[C:27]1([CH3:42])[CH3:41])(C)(C)C. (4) The reactants are: [C:1]([C:4]1[CH:5]=[C:6]([CH:9]=[CH:10][CH:11]=1)[C:7]#[N:8])(=[O:3])[CH3:2].[CH2:12](O)[CH2:13][OH:14].CC1C=CC(S(O)(=O)=O)=CC=1. Given the product [CH3:2][C:1]1([C:4]2[CH:5]=[C:6]([CH:9]=[CH:10][CH:11]=2)[C:7]#[N:8])[O:14][CH2:13][CH2:12][O:3]1, predict the reactants needed to synthesize it. (5) The reactants are: C(OC([N:8]([CH2:16][C:17]1[CH:22]=[CH:21][CH:20]=[CH:19][C:18]=1[O:23][CH2:24][CH2:25][O:26][CH3:27])C(OC(C)(C)C)=O)=O)(C)(C)C.O1CCOCC1.[ClH:34]. Given the product [ClH:34].[CH3:27][O:26][CH2:25][CH2:24][O:23][C:18]1[CH:19]=[CH:20][CH:21]=[CH:22][C:17]=1[CH2:16][NH2:8], predict the reactants needed to synthesize it. (6) Given the product [CH2:22]([N:5]([CH2:3][CH3:4])[C:6]1[N:10]([C:11]2[CH:16]=[CH:15][C:14]([OH:17])=[CH:13][CH:12]=2)[N:9]=[C:8]([CH2:18][CH3:19])[C:7]=1/[C:20](=[N:1]/[OH:2])/[NH2:21])[CH3:23], predict the reactants needed to synthesize it. The reactants are: [NH2:1][OH:2].[CH2:3]([N:5]([CH2:22][CH3:23])[C:6]1[N:10]([C:11]2[CH:16]=[CH:15][C:14]([OH:17])=[CH:13][CH:12]=2)[N:9]=[C:8]([CH2:18][CH3:19])[C:7]=1[C:20]#[N:21])[CH3:4]. (7) Given the product [CH3:38][N:37]1[C:33]([C:31]([NH:30][C:26]2[CH:25]=[C:24]([C:23]#[C:22][C:20]3[CH:21]=[C:16]([C:14]([N:13]=[S:11]([C:7]4[CH:6]=[C:5]([CH2:4][C:3]([OH:41])=[O:2])[CH:10]=[CH:9][CH:8]=4)([CH3:40])=[O:12])=[O:15])[CH:17]=[N:18][CH:19]=3)[CH:29]=[CH:28][CH:27]=2)=[O:32])=[CH:34][C:35]([CH3:39])=[N:36]1, predict the reactants needed to synthesize it. The reactants are: C[O:2][C:3](=[O:41])[CH2:4][C:5]1[CH:10]=[CH:9][CH:8]=[C:7]([S:11]([CH3:40])(=[N:13][C:14]([C:16]2[CH:17]=[N:18][CH:19]=[C:20]([C:22]#[C:23][C:24]3[CH:29]=[CH:28][CH:27]=[C:26]([NH:30][C:31]([C:33]4[N:37]([CH3:38])[N:36]=[C:35]([CH3:39])[CH:34]=4)=[O:32])[CH:25]=3)[CH:21]=2)=[O:15])=[O:12])[CH:6]=1.[OH-].[Na+].C(O)(=O)C. (8) Given the product [Br:21][C:22]1[CH:23]=[C:24]([Cl:35])[C:25]([N:28]2[CH2:33][CH2:32][N:31]([C:2]3[CH:7]=[C:6]([C:8]4[CH:13]=[CH:12][C:11]([F:14])=[CH:10][CH:9]=4)[N:5]=[C:4]([N:15]4[CH2:19][CH2:18][CH2:17][C@@H:16]4[CH3:20])[N:3]=3)[C@H:30]([CH3:34])[CH2:29]2)=[N:26][CH:27]=1, predict the reactants needed to synthesize it. The reactants are: Cl[C:2]1[CH:7]=[C:6]([C:8]2[CH:13]=[CH:12][C:11]([F:14])=[CH:10][CH:9]=2)[N:5]=[C:4]([N:15]2[CH2:19][CH2:18][CH2:17][C@@H:16]2[CH3:20])[N:3]=1.[Br:21][C:22]1[CH:23]=[C:24]([Cl:35])[C:25]([N:28]2[CH2:33][CH2:32][NH:31][C@H:30]([CH3:34])[CH2:29]2)=[N:26][CH:27]=1.C([O-])(O)=O.[Na+]. (9) Given the product [CH:1]1([C:6]2[C:14]3[C:9](=[CH:10][CH:11]=[CH:12][CH:13]=3)[N:8]([S:15]([C:18]3[CH:26]=[CH:25][C:21]([C:22]([NH:35][CH2:34][C:31]4[CH:30]=[CH:29][C:28]([F:27])=[CH:33][N:32]=4)=[O:24])=[CH:20][CH:19]=3)(=[O:16])=[O:17])[CH:7]=2)[CH2:5][CH2:4][CH2:3][CH2:2]1, predict the reactants needed to synthesize it. The reactants are: [CH:1]1([C:6]2[C:14]3[C:9](=[CH:10][CH:11]=[CH:12][CH:13]=3)[N:8]([S:15]([C:18]3[CH:26]=[CH:25][C:21]([C:22]([OH:24])=O)=[CH:20][CH:19]=3)(=[O:17])=[O:16])[CH:7]=2)[CH2:5][CH2:4][CH2:3][CH2:2]1.[F:27][C:28]1[CH:29]=[CH:30][C:31]([CH2:34][NH2:35])=[N:32][CH:33]=1.C(Cl)CCl.